From a dataset of Full USPTO retrosynthesis dataset with 1.9M reactions from patents (1976-2016). Predict the reactants needed to synthesize the given product. (1) Given the product [F:15][C@H:14]1[CH2:13][O:12][CH2:11][C:10]([NH2:16])=[N:9][C@@:8]1([C:6]1[CH:7]=[C:2]([NH:1][CH:22]2[CH2:23][CH2:24][O:19][CH2:20][CH2:21]2)[CH:3]=[CH:4][C:5]=1[F:18])[CH3:17], predict the reactants needed to synthesize it. The reactants are: [NH2:1][C:2]1[CH:3]=[CH:4][C:5]([F:18])=[C:6]([C@:8]2([CH3:17])[C@@H:14]([F:15])[CH2:13][O:12][CH2:11][C:10]([NH2:16])=[N:9]2)[CH:7]=1.[O:19]1[CH2:24][CH2:23][C:22](=O)[CH2:21][CH2:20]1. (2) Given the product [F:17][C:13]1[CH:12]=[CH:11][C:9]2[N:10]=[C:6]([C@@H:4]([NH:3][C:25]3[N:33]=[CH:32][N:31]=[C:30]4[C:26]=3[N:27]=[CH:28][NH:29]4)[CH3:5])[N:7]([C:18]3[CH:23]=[CH:22][CH:21]=[CH:20][N:19]=3)[C:8]=2[C:14]=1[C:15]#[N:16], predict the reactants needed to synthesize it. The reactants are: Cl.Cl.[NH2:3][C@H:4]([C:6]1[N:7]([C:18]2[CH:23]=[CH:22][CH:21]=[CH:20][N:19]=2)[C:8]2[C:14]([C:15]#[N:16])=[C:13]([F:17])[CH:12]=[CH:11][C:9]=2[N:10]=1)[CH3:5].Cl[C:25]1[N:33]=[CH:32][N:31]=[C:30]2[C:26]=1[N:27]=[CH:28][N:29]2C1CCCCO1.CCN(C(C)C)C(C)C. (3) Given the product [F:1][C:2]1[CH:7]=[CH:6][C:5]([NH:8][C:9](=[O:28])[C:10]2[CH:15]=[C:14]([NH2:16])[C:13]([NH:19][CH3:20])=[CH:12][C:11]=2[N:21]2[CH2:26][CH2:25][CH:24]([F:27])[CH2:23][CH2:22]2)=[CH:4][C:3]=1[Cl:29], predict the reactants needed to synthesize it. The reactants are: [F:1][C:2]1[CH:7]=[CH:6][C:5]([NH:8][C:9](=[O:28])[C:10]2[CH:15]=[C:14]([N+:16]([O-])=O)[C:13]([NH:19][CH3:20])=[CH:12][C:11]=2[N:21]2[CH2:26][CH2:25][CH:24]([F:27])[CH2:23][CH2:22]2)=[CH:4][C:3]=1[Cl:29].